Dataset: Forward reaction prediction with 1.9M reactions from USPTO patents (1976-2016). Task: Predict the product of the given reaction. (1) Given the reactants [F:1][C:2]1[CH:7]=[C:6]([F:8])[CH:5]=[CH:4][C:3]=1[NH:9][C:10](=[O:34])[NH:11][C:12]1[CH:17]=[CH:16][C:15]([C:18]2[S:19][CH:20]=[C:21]([C:23]([NH:25][C@@H:26]([CH:31]([CH3:33])[CH3:32])[C:27]([O:29]C)=[O:28])=[O:24])[N:22]=2)=[CH:14][CH:13]=1.CO.[Li+].[OH-], predict the reaction product. The product is: [F:1][C:2]1[CH:7]=[C:6]([F:8])[CH:5]=[CH:4][C:3]=1[NH:9][C:10](=[O:34])[NH:11][C:12]1[CH:17]=[CH:16][C:15]([C:18]2[S:19][CH:20]=[C:21]([C:23]([NH:25][C@@H:26]([CH:31]([CH3:32])[CH3:33])[C:27]([OH:29])=[O:28])=[O:24])[N:22]=2)=[CH:14][CH:13]=1. (2) Given the reactants [CH:1]1([C@@H:4]([C:10]2[CH:19]=[C:18]3[C:13]([CH2:14][CH2:15][CH:16]([C:20]4[CH:25]=[CH:24][C:23]([C:26]5[CH:31]=[C:30]([O:32][CH3:33])[CH:29]=[CH:28][C:27]=5[F:34])=[CH:22][CH:21]=4)[O:17]3)=[CH:12][CH:11]=2)[CH2:5][C:6]([O:8]C)=[O:7])[CH2:3][CH2:2]1.[Li+].[OH-].Cl, predict the reaction product. The product is: [CH:1]1([C@@H:4]([C:10]2[CH:19]=[C:18]3[C:13]([CH2:14][CH2:15][CH:16]([C:20]4[CH:25]=[CH:24][C:23]([C:26]5[CH:31]=[C:30]([O:32][CH3:33])[CH:29]=[CH:28][C:27]=5[F:34])=[CH:22][CH:21]=4)[O:17]3)=[CH:12][CH:11]=2)[CH2:5][C:6]([OH:8])=[O:7])[CH2:3][CH2:2]1.